This data is from Reaction yield outcomes from USPTO patents with 853,638 reactions. The task is: Predict the reaction yield, written as a fraction of the theoretical maximum amount of product (1.0 means a 100% yield; for example, 0.34 means a 34% yield). The reactants are Br[C:2]1[C:10]2[O:9][C:8]3[CH:11]=[CH:12][C:13]([C:15]#[N:16])=[CH:14][C:7]=3[C:6]=2[CH:5]=[C:4]([F:17])[C:3]=1[OH:18].[C:19]1([CH3:28])[CH:24]=[CH:23][CH:22]=[CH:21][C:20]=1B(O)O.C(=O)([O-])[O-].[Na+].[Na+]. The catalyst is C(COC)OC.C1C=CC([P]([Pd]([P](C2C=CC=CC=2)(C2C=CC=CC=2)C2C=CC=CC=2)([P](C2C=CC=CC=2)(C2C=CC=CC=2)C2C=CC=CC=2)[P](C2C=CC=CC=2)(C2C=CC=CC=2)C2C=CC=CC=2)(C2C=CC=CC=2)C2C=CC=CC=2)=CC=1. The product is [F:17][C:4]1[C:3]([OH:18])=[C:2]([C:20]2[CH:21]=[CH:22][CH:23]=[CH:24][C:19]=2[CH3:28])[C:10]2[O:9][C:8]3[CH:11]=[CH:12][C:13]([C:15]#[N:16])=[CH:14][C:7]=3[C:6]=2[CH:5]=1. The yield is 0.130.